From a dataset of Plasma protein binding rate (PPBR) regression data from AstraZeneca. Regression/Classification. Given a drug SMILES string, predict its absorption, distribution, metabolism, or excretion properties. Task type varies by dataset: regression for continuous measurements (e.g., permeability, clearance, half-life) or binary classification for categorical outcomes (e.g., BBB penetration, CYP inhibition). For this dataset (ppbr_az), we predict Y. (1) The molecule is C[N+](C)(Cc1ccc(NC(=O)c2ccc(Cl)c(Cl)c2)cc1)C1CCOCC1. The Y is 82.0 %. (2) The drug is Cc1ccccc1-n1c(Cn2cnc3c(N)ncnc32)nc2cccc(C)c2c1=O. The Y is 98.6 %. (3) The compound is CN1CCN(S(=O)(=O)c2ccc(-c3cnc(N)c(C(=O)Nc4cnccc4CN4CCCC4)n3)cc2)CC1. The Y is 92.2 %. (4) The drug is COc1ccc2c(c1)N(CCN1CCC(NCc3ccc4c(n3)NC(=O)CO4)CC1)C(=O)CO2. The Y is 88.8 %. (5) The Y is 98.1 %. The drug is C[C@H]1CN(Cc2cc(Cl)ccc2OCC(=O)O)CCN1C(=O)Cc1ccc(Cl)cc1.